This data is from Forward reaction prediction with 1.9M reactions from USPTO patents (1976-2016). The task is: Predict the product of the given reaction. (1) Given the reactants CS(O[CH2:6][CH2:7][CH:8]1[N:13]2[CH:14]=[C:15]([I:17])[CH:16]=[C:12]2[C:11](=[O:18])[NH:10][CH2:9]1)(=O)=O.[N-:19]=[N+:20]=[N-:21].[Na+], predict the reaction product. The product is: [N:19]([CH2:6][CH2:7][CH:8]1[N:13]2[CH:14]=[C:15]([I:17])[CH:16]=[C:12]2[C:11](=[O:18])[NH:10][CH2:9]1)=[N+:20]=[N-:21]. (2) The product is: [OH:1][C:2]([CH3:33])([CH3:32])[C@@H:3]([NH:15][C:16]([N:18]1[CH2:23][C:22](=[O:24])[NH:21][C:20]2[CH:25]=[C:26]([O:30][CH3:31])[C:27]([CH3:29])=[N:28][C:19]1=2)=[O:17])[C:4]1[CH:9]=[CH:8][C:7]([O:10][C:11]([F:12])([F:14])[F:13])=[CH:6][CH:5]=1. Given the reactants [OH:1][C:2]([CH3:33])([CH3:32])[CH:3]([NH:15][C:16]([N:18]1[CH2:23][C:22](=[O:24])[NH:21][C:20]2[CH:25]=[C:26]([O:30][CH3:31])[C:27]([CH3:29])=[N:28][C:19]1=2)=[O:17])[C:4]1[CH:9]=[CH:8][C:7]([O:10][C:11]([F:14])([F:13])[F:12])=[CH:6][CH:5]=1, predict the reaction product. (3) Given the reactants [C:1]1([C:7]2[O:11][N:10]=[CH:9][C:8]=2[CH2:12][CH2:13][C:14]([OH:16])=O)[CH:6]=[CH:5][CH:4]=[CH:3][CH:2]=1.C([N:19](CC)CC)C.C(Cl)(=O)OCC.N, predict the reaction product. The product is: [C:1]1([C:7]2[O:11][N:10]=[CH:9][C:8]=2[CH2:12][CH2:13][C:14]([NH2:19])=[O:16])[CH:6]=[CH:5][CH:4]=[CH:3][CH:2]=1. (4) Given the reactants Cl[C:2]1[N:11]=[C:10]([N:12]2[CH2:17][CH2:16][O:15][CH2:14][CH2:13]2)[C:9]2[C:4](=[C:5]([O:33][CH3:34])[CH:6]=[C:7]([C:18]3[C:19]([F:32])=[C:20]([NH:25][S:26]([CH2:29][CH2:30][CH3:31])(=[O:28])=[O:27])[CH:21]=[CH:22][C:23]=3[F:24])[CH:8]=2)[N:3]=1.CC1(C)C(C)(C)OB([C:43]2[CH:44]=[N:45][C:46]([NH2:49])=[N:47][CH:48]=2)O1.C(=O)([O-])[O-].[Na+].[Na+].CN(C)C=O, predict the reaction product. The product is: [NH2:49][C:46]1[N:47]=[CH:48][C:43]([C:2]2[N:11]=[C:10]([N:12]3[CH2:17][CH2:16][O:15][CH2:14][CH2:13]3)[C:9]3[C:4](=[C:5]([O:33][CH3:34])[CH:6]=[C:7]([C:18]4[C:19]([F:32])=[C:20]([NH:25][S:26]([CH2:29][CH2:30][CH3:31])(=[O:28])=[O:27])[CH:21]=[CH:22][C:23]=4[F:24])[CH:8]=3)[N:3]=2)=[CH:44][N:45]=1. (5) Given the reactants [CH:1]([O:4][C:5]1[CH:9]=[C:8]([CH2:10][CH2:11][C:12]([O:14][CH2:15][CH3:16])=[O:13])[NH:7][N:6]=1)([CH3:3])[CH3:2].[H-].[Na+].[F:19][C:20]1[CH:27]=[C:26]([F:28])[CH:25]=[CH:24][C:21]=1[CH2:22]Br.Cl, predict the reaction product. The product is: [F:19][C:20]1[CH:27]=[C:26]([F:28])[CH:25]=[CH:24][C:21]=1[CH2:22][N:7]1[C:8]([CH2:10][CH2:11][C:12]([O:14][CH2:15][CH3:16])=[O:13])=[CH:9][C:5]([O:4][CH:1]([CH3:3])[CH3:2])=[N:6]1. (6) The product is: [Cl:1][C:18]1[C:19]2[C:20](=[N:21][CH:22]=[CH:23][CH:24]=2)[N:16]([C:12]2[CH:13]=[CH:14][CH:15]=[C:10]([F:9])[CH:11]=2)[C:17]=1[CH:25]([NH:27][C:28](=[O:34])[O:29][C:30]([CH3:33])([CH3:32])[CH3:31])[CH3:26]. Given the reactants [Cl:1]N1C(=O)CCC1=O.[F:9][C:10]1[CH:11]=[C:12]([N:16]2[C:20]3=[N:21][CH:22]=[CH:23][CH:24]=[C:19]3[CH:18]=[C:17]2[CH:25]([NH:27][C:28](=[O:34])[O:29][C:30]([CH3:33])([CH3:32])[CH3:31])[CH3:26])[CH:13]=[CH:14][CH:15]=1, predict the reaction product. (7) Given the reactants [CH2:1]([N:8]([CH2:21][C:22]1[CH:41]=[CH:40][C:25]([O:26][C:27]2[CH:39]=[CH:38][C:30]([O:31][CH2:32][CH2:33][CH2:34][C:35](O)=[O:36])=[CH:29][CH:28]=2)=[CH:24][CH:23]=1)[C:9]1[CH:14]=[CH:13][CH:12]=[C:11]([NH:15][S:16]([CH3:19])(=[O:18])=[O:17])[C:10]=1[CH3:20])[C:2]1[CH:7]=[CH:6][CH:5]=[CH:4][CH:3]=1.Cl.CN(C)CCCN=C=NCC.O.ON1C2C=CC=CC=2N=N1.Cl.[CH3:66][O:67][C:68](=[O:71])[CH2:69][NH2:70].C(N(CC)C(C)C)(C)C.Cl, predict the reaction product. The product is: [CH2:1]([N:8]([CH2:21][C:22]1[CH:23]=[CH:24][C:25]([O:26][C:27]2[CH:28]=[CH:29][C:30]([O:31][CH2:32][CH2:33][CH2:34][C:35]([NH:70][CH2:69][C:68]([O:67][CH3:66])=[O:71])=[O:36])=[CH:38][CH:39]=2)=[CH:40][CH:41]=1)[C:9]1[CH:14]=[CH:13][CH:12]=[C:11]([NH:15][S:16]([CH3:19])(=[O:17])=[O:18])[C:10]=1[CH3:20])[C:2]1[CH:3]=[CH:4][CH:5]=[CH:6][CH:7]=1.